Dataset: Peptide-MHC class II binding affinity with 134,281 pairs from IEDB. Task: Regression. Given a peptide amino acid sequence and an MHC pseudo amino acid sequence, predict their binding affinity value. This is MHC class II binding data. (1) The peptide sequence is AFKVAATCANAAPAN. The MHC is DRB1_0901 with pseudo-sequence DRB1_0901. The binding affinity (normalized) is 0.725. (2) The peptide sequence is IQGNVTSIHSLLDEG. The MHC is DRB3_0202 with pseudo-sequence DRB3_0202. The binding affinity (normalized) is 0.765. (3) The peptide sequence is VLKSLTRIMDFIIYR. The MHC is DRB1_0401 with pseudo-sequence DRB1_0401. The binding affinity (normalized) is 1.00.